Predict the reactants needed to synthesize the given product. From a dataset of Full USPTO retrosynthesis dataset with 1.9M reactions from patents (1976-2016). (1) The reactants are: FC(F)(F)S(O[C:7]1[CH:12]=[CH:11][CH:10]=[C:9]([C:13]2[N:14]([CH3:30])[C:15](=[O:29])[C:16]([O:19]CC3C=CC(OC)=CC=3)=[CH:17][N:18]=2)[CH:8]=1)(=O)=O.[CH:33]1[C:42]2[CH:41]=[CH:40][CH:39]=[C:38](B(O)O)[C:37]=2[CH:36]=[CH:35][N:34]=1.C([O-])([O-])=O.[Cs+].[Cs+]. Given the product [CH:33]1[C:42]2[C:37](=[C:38]([C:7]3[CH:8]=[C:9]([C:13]4[N:14]([CH3:30])[C:15](=[O:29])[C:16]([OH:19])=[CH:17][N:18]=4)[CH:10]=[CH:11][CH:12]=3)[CH:39]=[CH:40][CH:41]=2)[CH:36]=[CH:35][N:34]=1, predict the reactants needed to synthesize it. (2) Given the product [NH2:24][C:25]1[C:26]([C:40]([NH:42][CH3:43])=[O:41])=[N:27][C:28]([C:45]2[C:46]([Cl:54])=[N:47][N:48]([CH2:50][CH2:51][CH2:52][OH:53])[CH:49]=2)=[CH:29][CH:30]=1, predict the reactants needed to synthesize it. The reactants are: NC1C=CC(C2C=NN(CCCO)C=2)=CC=1C(N(CC)CC)=O.[NH2:24][C:25]1[C:26]([C:40]([NH:42][CH3:43])=[O:41])=[N:27][C:28](B2OC(C)(C)C(C)(C)O2)=[CH:29][CH:30]=1.Br[C:45]1[C:46]([Cl:54])=[N:47][N:48]([CH2:50][CH2:51][CH2:52][OH:53])[CH:49]=1. (3) Given the product [N+:10]([C:13]1[CH:14]=[CH:15][C:16]([S:19]([O:1][C:2]2[C:7](=[O:8])[CH:6]=[CH:5][O:4][C:3]=2[CH3:9])(=[O:21])=[O:20])=[CH:17][CH:18]=1)([O-:12])=[O:11], predict the reactants needed to synthesize it. The reactants are: [OH:1][C:2]1[C:7](=[O:8])[CH:6]=[CH:5][O:4][C:3]=1[CH3:9].[N+:10]([C:13]1[CH:18]=[CH:17][C:16]([S:19](Cl)(=[O:21])=[O:20])=[CH:15][CH:14]=1)([O-:12])=[O:11]. (4) Given the product [CH2:20]([O:19][C:17]([N:13]1[CH2:14][CH2:15][CH2:16][CH:12]1[C:4]1[CH:5]=[CH:6][C:7]([C:8]([OH:10])=[O:9])=[C:2]([F:1])[CH:3]=1)=[O:18])[C:21]1[CH:22]=[CH:23][CH:24]=[CH:25][CH:26]=1, predict the reactants needed to synthesize it. The reactants are: [F:1][C:2]1[CH:3]=[C:4]([CH:12]2[CH2:16][CH2:15][CH2:14][N:13]2[C:17]([O:19][CH2:20][C:21]2[CH:26]=[CH:25][CH:24]=[CH:23][CH:22]=2)=[O:18])[CH:5]=[CH:6][C:7]=1[C:8]([O:10]C)=[O:9].O.[OH-].[Li+].Cl. (5) Given the product [CH2:7]([C:9]1[CH:14]=[CH:13][C:12]([Br:15])=[CH:11][CH:10]=1)[CH:3]=[CH2:4], predict the reactants needed to synthesize it. The reactants are: CO[CH:3]1[CH2:7]CC[CH2:4]1.Br[C:9]1[CH:14]=[CH:13][C:12]([Br:15])=[CH:11][CH:10]=1.C([Mg]Cl)(C)C.O1CCCC1.C([Li])CCC.CCCCCC.C(Br)C=C.[Cl-].[NH4+]. (6) The reactants are: [CH2:1]([O:3][C:4]([C:6]1[C:14]2[CH2:13][CH2:12][C:11](=[CH:15]N(C)C)[C:10](=O)[C:9]=2[N:8]([CH3:20])[N:7]=1)=[O:5])[CH3:2].Cl.[NH2:22][C:23]([NH2:25])=[NH:24]. Given the product [NH2:24][C:23]1[N:25]=[CH:15][C:11]2[CH:12]=[CH:13][C:14]3[C:6]([C:4]([O:3][CH2:1][CH3:2])=[O:5])=[N:7][N:8]([CH3:20])[C:9]=3[C:10]=2[N:22]=1, predict the reactants needed to synthesize it.